From a dataset of Forward reaction prediction with 1.9M reactions from USPTO patents (1976-2016). Predict the product of the given reaction. (1) The product is: [Cl:28][C:22]1[C:23]([Cl:27])=[CH:24][CH:25]=[CH:26][C:21]=1[S:18]([CH2:17][NH:16][CH2:15][CH2:14][CH2:13][C:12]([N:11]([CH3:30])[CH2:10][CH2:9][C:6]1[CH:5]=[CH:4][C:3]([C:1]2[N:33]([CH3:32])[CH2:34][CH2:35][N:2]=2)=[CH:8][CH:7]=1)=[O:29])(=[O:20])=[O:19]. Given the reactants [C:1]([C:3]1[CH:8]=[CH:7][C:6]([CH2:9][CH2:10][N:11]([CH3:30])[C:12](=[O:29])[CH2:13][CH2:14][CH2:15][NH:16][CH2:17][S:18]([C:21]2[CH:26]=[CH:25][CH:24]=[C:23]([Cl:27])[C:22]=2[Cl:28])(=[O:20])=[O:19])=[CH:5][CH:4]=1)#[N:2].[S].[CH3:32][NH:33][CH2:34][CH2:35]N, predict the reaction product. (2) Given the reactants [CH3:1][O:2][C:3](=[O:24])[C@@H:4]([C@H:14]([OH:23])[C:15]([N:17]1[CH2:22][CH2:21][O:20][CH2:19][CH2:18]1)=[O:16])[CH2:5]/[CH:6]=[CH:7]/[C:8]1[CH:13]=[CH:12][CH:11]=[CH:10][CH:9]=1, predict the reaction product. The product is: [CH3:1][O:2][C:3](=[O:24])[C@@H:4]([C@H:14]([OH:23])[C:15]([N:17]1[CH2:22][CH2:21][O:20][CH2:19][CH2:18]1)=[O:16])[CH2:5][CH2:6][CH2:7][C:8]1[CH:13]=[CH:12][CH:11]=[CH:10][CH:9]=1. (3) Given the reactants [CH3:1][S:2]([O:5][C:6]1[CH:11]=[CH:10][CH:9]=[C:8]([C:12]2([C:22]3[CH:27]=[CH:26][CH:25]=[C:24](Br)[CH:23]=3)[C:16]3=[N:17][CH2:18][CH2:19][CH2:20][N:15]3[C:14]([NH2:21])=[N:13]2)[CH:7]=1)(=[O:4])=[O:3].[F:29][C:30]([F:45])([F:44])[C:31]1[CH:32]=[C:33](B(O)O)[CH:34]=[C:35]([C:37]([F:40])([F:39])[F:38])[CH:36]=1.C(=O)([O-])[O-].[K+].[K+].C(OCC)(=O)C, predict the reaction product. The product is: [CH3:1][S:2]([O:5][C:6]1[CH:11]=[CH:10][CH:9]=[C:8]([C:12]2([C:22]3[CH:23]=[C:24]([C:33]4[CH:34]=[C:35]([C:37]([F:40])([F:38])[F:39])[CH:36]=[C:31]([C:30]([F:29])([F:45])[F:44])[CH:32]=4)[CH:25]=[CH:26][CH:27]=3)[C:16]3=[N:17][CH2:18][CH2:19][CH2:20][N:15]3[C:14]([NH2:21])=[N:13]2)[CH:7]=1)(=[O:4])=[O:3]. (4) The product is: [ClH:1].[CH:3]([C:5]1[CH:13]=[CH:12][CH:11]=[C:10]2[C:6]=1[CH2:7][N:8]([CH2:17][C:18]1[C:19]([CH3:26])=[CH:20][C:21]([CH3:25])=[CH:22][C:23]=1[CH3:24])[CH:9]2[C:14]([OH:16])=[O:15])([CH3:4])[CH3:2]. Given the reactants [ClH:1].[CH2:2]=[C:3]([C:5]1[CH:13]=[CH:12][CH:11]=[C:10]2[C:6]=1[CH2:7][N:8]([CH2:17][C:18]1[C:23]([CH3:24])=[CH:22][C:21]([CH3:25])=[CH:20][C:19]=1[CH3:26])[CH:9]2[C:14]([OH:16])=[O:15])[CH3:4], predict the reaction product. (5) Given the reactants Br[C:2]1[C:3]([C:16]#[N:17])=[N:4][N:5]([CH2:13][CH2:14][CH3:15])[C:6]=1[CH2:7][C:8]([C:11]#[N:12])([CH3:10])[CH3:9].Cl.[NH2:19][C:20]1[CH:25]=[CH:24][CH:23]=[CH:22][C:21]=1B(O)O, predict the reaction product. The product is: [NH2:17][C:16]1[C:3]2=[N:4][N:5]([CH2:13][CH2:14][CH3:15])[C:6]([CH2:7][C:8]([CH3:9])([CH3:10])[C:11]#[N:12])=[C:2]2[C:21]2[CH:22]=[CH:23][CH:24]=[CH:25][C:20]=2[N:19]=1. (6) Given the reactants [OH:1][CH2:2][CH2:3][CH2:4][C@@:5]1([C:29]2[CH:34]=[CH:33][CH:32]=[CH:31][CH:30]=2)[O:10][C:9](=[O:11])[N:8]([C@H:12]([C:14]2[CH:19]=[CH:18][C:17](B3OC(C)(C)C(C)(C)O3)=[CH:16][CH:15]=2)[CH3:13])[CH2:7][CH2:6]1.Br[C:36]1[N:41]([CH3:42])[C:40](=[O:43])[CH:39]=[CH:38][CH:37]=1, predict the reaction product. The product is: [OH:1][CH2:2][CH2:3][CH2:4][C@@:5]1([C:29]2[CH:34]=[CH:33][CH:32]=[CH:31][CH:30]=2)[O:10][C:9](=[O:11])[N:8]([C@H:12]([C:14]2[CH:19]=[CH:18][C:17]([C:36]3[N:41]([CH3:42])[C:40](=[O:43])[CH:39]=[CH:38][CH:37]=3)=[CH:16][CH:15]=2)[CH3:13])[CH2:7][CH2:6]1. (7) The product is: [ClH:1].[Cl:1][C:2]1[CH:7]=[C:6]([NH2:8])[CH:5]=[CH:4][C:3]=1[O:11][CH2:12][CH2:13][N:14]1[CH2:15][CH2:16][CH2:17][CH2:18]1. Given the reactants [Cl:1][C:2]1[CH:7]=[C:6]([N+:8]([O-])=O)[CH:5]=[CH:4][C:3]=1[O:11][CH2:12][CH2:13][N:14]1[CH2:18][CH2:17][CH2:16][CH2:15]1.Cl, predict the reaction product. (8) Given the reactants [F:1][C:2]1[CH:7]=[CH:6][C:5]([CH2:8][C:9]([OH:11])=[O:10])=[CH:4][CH:3]=1.Cl[CH2:13][C:14]([C:16]1[CH:26]=[CH:25][C:19]2[O:20][CH2:21][C:22](=[O:24])[NH:23][C:18]=2[CH:17]=1)=O.C(=O)([O-])[O-].[Cs+].[Cs+].O, predict the reaction product. The product is: [F:1][C:2]1[CH:3]=[CH:4][C:5]([C:8]2[C:9](=[O:11])[O:10][CH2:13][C:14]=2[C:16]2[CH:26]=[CH:25][C:19]3[O:20][CH2:21][C:22](=[O:24])[NH:23][C:18]=3[CH:17]=2)=[CH:6][CH:7]=1.